From a dataset of Forward reaction prediction with 1.9M reactions from USPTO patents (1976-2016). Predict the product of the given reaction. The product is: [CH3:7][CH:6]1[CH:8]([CH3:9])[C:15]2[C:14](=[C:13]([CH3:12])[CH:18]=[CH:17][C:16]=2[CH3:19])[C:5]1=[O:10]. Given the reactants [Al+3].[Cl-].[Cl-].[Cl-].[C:5](Cl)(=[O:10])/[C:6](=[CH:8]/[CH3:9])/[CH3:7].[CH3:12][C:13]1[CH:14]=[CH:15][C:16]([CH3:19])=[CH:17][CH:18]=1.Cl, predict the reaction product.